This data is from Forward reaction prediction with 1.9M reactions from USPTO patents (1976-2016). The task is: Predict the product of the given reaction. (1) Given the reactants [Cl:1][C:2]1[C:7]2[N:8]=C(N)[S:10][C:6]=2[CH:5]=[CH:4][CH:3]=1.[OH-].[K+].CC(O)=O, predict the reaction product. The product is: [NH2:8][C:7]1[C:2]([Cl:1])=[CH:3][CH:4]=[CH:5][C:6]=1[SH:10]. (2) Given the reactants CN(C(ON1N=NC2C=CC=CC1=2)=[N+](C)C)C.[B-](F)(F)(F)F.[C@@H:23]12[CH2:28][C@@H:27]1[CH2:26][NH:25][C@@H:24]2[CH2:29][NH:30][C:31]([C:33]1[N:40]2[C:36]([S:37][CH:38]=[CH:39]2)=[N:35][C:34]=1[CH3:41])=[O:32].[Br:42][C:43]1[S:44][C:45]([C:51]2[CH:52]=[C:53]([CH3:57])[CH:54]=[CH:55][CH:56]=2)=[C:46]([C:48](O)=[O:49])[N:47]=1.CCN(C(C)C)C(C)C, predict the reaction product. The product is: [Br:42][C:43]1[S:44][C:45]([C:51]2[CH:52]=[C:53]([CH3:57])[CH:54]=[CH:55][CH:56]=2)=[C:46]([C:48]([N:25]2[CH2:26][C@@H:27]3[C@@H:23]([CH2:28]3)[C@H:24]2[CH2:29][NH:30][C:31]([C:33]2[N:40]3[C:36]([S:37][CH:38]=[CH:39]3)=[N:35][C:34]=2[CH3:41])=[O:32])=[O:49])[N:47]=1. (3) Given the reactants [NH2:1][C:2]1[CH:10]=[C:9]([Cl:11])[CH:8]=[CH:7][C:3]=1[C:4]([OH:6])=[O:5].Cl[C:13](Cl)([O:15]C(=O)OC(Cl)(Cl)Cl)Cl, predict the reaction product. The product is: [Cl:11][C:9]1[CH:8]=[CH:7][C:3]2[C:4](=[O:6])[O:5][C:13](=[O:15])[NH:1][C:2]=2[CH:10]=1.